From a dataset of Catalyst prediction with 721,799 reactions and 888 catalyst types from USPTO. Predict which catalyst facilitates the given reaction. (1) Reactant: [CH3:1][O:2][C:3](=[O:31])[CH2:4][C@H:5]([OH:30])[CH2:6][N:7]([C:14](=[O:29])[C@@H:15]([NH:17][C:18]1[CH:23]=[CH:22][C:21]([C:24]([F:27])([F:26])[F:25])=[C:20]([Cl:28])[CH:19]=1)[CH3:16])[CH2:8][CH:9](OC)OC.FC(F)(F)C(O)=O.C([SiH](CC)CC)C.C(N(CC)CC)C.OS([O-])(=O)=O.[K+].CCOC(C)=O. Product: [CH3:1][O:2][C:3](=[O:31])[CH2:4][C@H:5]([OH:30])[CH2:6][N:7]1[CH2:8][CH2:9][N:17]([C:18]2[CH:23]=[CH:22][C:21]([C:24]([F:26])([F:25])[F:27])=[C:20]([Cl:28])[CH:19]=2)[C@@H:15]([CH3:16])[C:14]1=[O:29]. The catalyst class is: 4. (2) The catalyst class is: 35. Product: [C:3]([O:7][C:8](=[O:22])[NH:9][C@H:10]1[CH2:16][S:15][C:14]2[CH:17]=[CH:18][CH:19]=[CH:20][C:13]=2[N:12]([CH:24]([CH3:26])[CH3:25])[C:11]1=[O:21])([CH3:6])([CH3:4])[CH3:5]. Reactant: [H-].[Na+].[C:3]([O:7][C:8](=[O:22])[NH:9][C@H:10]1[CH2:16][S:15][C:14]2[CH:17]=[CH:18][CH:19]=[CH:20][C:13]=2[NH:12][C:11]1=[O:21])([CH3:6])([CH3:5])[CH3:4].I[CH:24]([CH3:26])[CH3:25]. (3) Reactant: [CH2:1]([O:8][C:9](=[O:18])[NH:10][C:11]1([CH3:17])[CH2:16][CH2:15][NH:14][CH2:13][CH2:12]1)[C:2]1[CH:7]=[CH:6][CH:5]=[CH:4][CH:3]=1.Cl[C:20]1[CH:25]=[CH:24][C:23]([Cl:26])=[CH:22][N:21]=1.C(N(C(C)C)CC)(C)C. Product: [CH2:1]([O:8][C:9](=[O:18])[NH:10][C:11]1([CH3:17])[CH2:16][CH2:15][N:14]([C:20]2[CH:25]=[CH:24][C:23]([Cl:26])=[CH:22][N:21]=2)[CH2:13][CH2:12]1)[C:2]1[CH:7]=[CH:6][CH:5]=[CH:4][CH:3]=1. The catalyst class is: 12. (4) Reactant: [F:1][C:2]([F:18])([F:17])[C:3]1[CH:4]=[CH:5][C:6]([C:9]2[CH:10]=[C:11]([CH:14]=[CH:15][CH:16]=2)[CH2:12][NH2:13])=[N:7][CH:8]=1.[F:19][C:20]1[CH:21]=[C:22]([S:26]([N:29]([CH2:33][C:34](O)=[O:35])[CH:30]([CH3:32])[CH3:31])(=[O:28])=[O:27])[CH:23]=[CH:24][CH:25]=1.CN(C(ON1N=NC2C=CC=NC1=2)=[N+](C)C)C.F[P-](F)(F)(F)(F)F.C(N(CC)C(C)C)(C)C.OS([O-])(=O)=O.[K+]. Product: [F:19][C:20]1[CH:21]=[C:22]([S:26]([N:29]([CH:30]([CH3:32])[CH3:31])[CH2:33][C:34]([NH:13][CH2:12][C:11]2[CH:14]=[CH:15][CH:16]=[C:9]([C:6]3[CH:5]=[CH:4][C:3]([C:2]([F:17])([F:1])[F:18])=[CH:8][N:7]=3)[CH:10]=2)=[O:35])(=[O:28])=[O:27])[CH:23]=[CH:24][CH:25]=1. The catalyst class is: 2. (5) Reactant: C[O:2][C:3]([CH:5]1[CH:10]([NH:11][S:12]([C:15]2[CH:20]=[CH:19][C:18]([O:21][CH2:22][C:23]3[C:32]4[C:27](=[CH:28][CH:29]=[CH:30][CH:31]=4)[N:26]=[C:25]([CH3:33])[CH:24]=3)=[CH:17][CH:16]=2)(=[O:14])=[O:13])[CH:9]2[N:34]([C:35]([O:37][C:38]([CH3:41])([CH3:40])[CH3:39])=[O:36])[CH:6]1[CH2:7][CH2:8]2)=[O:4].[OH-].[Li+]. Product: [C:38]([O:37][C:35]([N:34]1[CH:9]2[CH2:8][CH2:7][CH:6]1[CH:5]([C:3]([OH:4])=[O:2])[CH:10]2[NH:11][S:12]([C:15]1[CH:20]=[CH:19][C:18]([O:21][CH2:22][C:23]2[C:32]3[C:27](=[CH:28][CH:29]=[CH:30][CH:31]=3)[N:26]=[C:25]([CH3:33])[CH:24]=2)=[CH:17][CH:16]=1)(=[O:13])=[O:14])=[O:36])([CH3:41])([CH3:39])[CH3:40]. The catalyst class is: 87. (6) Reactant: C(O[BH-](OC(=O)C)OC(=O)C)(=O)C.[Na+].[CH2:15]([N:22]([CH:32]([CH3:34])[CH3:33])[C:23]1[N:24]=[C:25]([Cl:31])[C:26]([CH:29]=O)=[N:27][CH:28]=1)[C:16]1[CH:21]=[CH:20][CH:19]=[CH:18][CH:17]=1.[CH2:35]([NH:42][CH2:43][CH2:44][OH:45])[C:36]1[CH:41]=[CH:40][CH:39]=[CH:38][CH:37]=1.C(=O)([O-])O.[Na+]. Product: [CH2:35]([N:42]([CH2:29][C:26]1[C:25]([Cl:31])=[N:24][C:23]([N:22]([CH2:15][C:16]2[CH:21]=[CH:20][CH:19]=[CH:18][CH:17]=2)[CH:32]([CH3:34])[CH3:33])=[CH:28][N:27]=1)[CH2:43][CH2:44][OH:45])[C:36]1[CH:41]=[CH:40][CH:39]=[CH:38][CH:37]=1. The catalyst class is: 477. (7) Reactant: [C:1]([CH2:3][CH2:4][C:5]1[CH:6]=[C:7]2[C:12](=[CH:13][CH:14]=1)[N:11]=[CH:10][CH:9]=[C:8]2[S:15][C:16]1([C:20]([O:22]CC)=[O:21])[CH2:19][CH2:18][CH2:17]1)#[N:2].[OH-].[Na+].Cl. Product: [C:1]([CH2:3][CH2:4][C:5]1[CH:6]=[C:7]2[C:12](=[CH:13][CH:14]=1)[N:11]=[CH:10][CH:9]=[C:8]2[S:15][C:16]1([C:20]([OH:22])=[O:21])[CH2:17][CH2:18][CH2:19]1)#[N:2]. The catalyst class is: 30. (8) Reactant: [CH:1]1([NH:7][C:8]([NH:10][CH2:11][C:12]2[CH:17]=[CH:16][CH:15]=[C:14]([N+:18]([O-])=O)[CH:13]=2)=[O:9])[CH2:6][CH2:5][CH2:4][CH2:3][CH2:2]1.CN(C=O)C. Product: [NH2:18][C:14]1[CH:13]=[C:12]([CH:17]=[CH:16][CH:15]=1)[CH2:11][NH:10][C:8]([NH:7][CH:1]1[CH2:6][CH2:5][CH2:4][CH2:3][CH2:2]1)=[O:9]. The catalyst class is: 171. (9) Reactant: P(Cl)(Cl)(Cl)=O.[CH2:6]([O:8][C:9]([C:11]1[C:15]([C:16]2[C:21]([NH:22][C:23](OCC3C=CC=CC=3)=O)=[CH:20][CH:19]=[C:18]([O:33][CH3:34])N=2)=[CH:14][NH:13][CH:12]=1)=[O:10])[CH3:7].[C:35](=O)(O)[O-].[Na+].C([O-])([O-])=O.[K+].[K+]. Product: [CH2:6]([O:8][C:9]([C:11]1[C:15]2[C:16]3[CH:35]=[C:18]([O:33][CH3:34])[CH:19]=[CH:20][C:21]=3[N:22]=[CH:23][C:14]=2[NH:13][CH:12]=1)=[O:10])[CH3:7]. The catalyst class is: 3. (10) Reactant: [Br:1][C:2]1[CH:3]=[CH:4][C:5]([F:9])=[C:6]([CH:8]=1)[NH2:7].[Br:10][CH2:11][CH2:12][CH2:13][C:14](Cl)=[O:15]. Product: [Br:10][CH2:11][CH2:12][CH2:13][C:14]([NH:7][C:6]1[CH:8]=[C:2]([Br:1])[CH:3]=[CH:4][C:5]=1[F:9])=[O:15]. The catalyst class is: 11.